Dataset: Peptide-MHC class II binding affinity with 134,281 pairs from IEDB. Task: Regression. Given a peptide amino acid sequence and an MHC pseudo amino acid sequence, predict their binding affinity value. This is MHC class II binding data. (1) The peptide sequence is AFKVAATAAGAAPAN. The MHC is DRB1_1001 with pseudo-sequence DRB1_1001. The binding affinity (normalized) is 0.838. (2) The peptide sequence is IGMTNRATWASHIHL. The MHC is DRB4_0103 with pseudo-sequence DRB4_0103. The binding affinity (normalized) is 0.733. (3) The peptide sequence is AAEWDRVHPVHAGPIP. The MHC is DRB1_0802 with pseudo-sequence DRB1_0802. The binding affinity (normalized) is 0.438.